Predict the reactants needed to synthesize the given product. From a dataset of Full USPTO retrosynthesis dataset with 1.9M reactions from patents (1976-2016). (1) Given the product [NH2:37][C:13]1[N:14]([CH3:17])[C:15](=[O:16])[C@:9]2([N:12]=1)[C:10]1[C:5](=[CH:4][CH:3]=[C:2]([Br:1])[CH:11]=1)[CH2:6][C@:7]([CH2:20][O:21][Si:22]([C:25]([CH3:28])([CH3:27])[CH3:26])([CH3:24])[CH3:23])([CH3:19])[CH2:8]2, predict the reactants needed to synthesize it. The reactants are: [Br:1][C:2]1[CH:11]=[C:10]2[C:5]([CH2:6][C:7]([CH2:20][O:21][Si:22]([C:25]([CH3:28])([CH3:27])[CH3:26])([CH3:24])[CH3:23])([CH3:19])[CH2:8][C:9]32[C:15](=[O:16])[N:14]([CH3:17])[C:13](=S)[NH:12]3)=[CH:4][CH:3]=1.CO.C(OO)(C)(C)C.[NH4+:37].[OH-]. (2) Given the product [N:1]1([C:11]([N:25]2[CH2:26][CH2:27][C:28]3([C:36]4[C:31](=[CH:32][CH:33]=[CH:34][CH:35]=4)[CH:30]=[CH:29]3)[CH2:23][CH2:24]2)=[O:13])[C:10]2[C:5](=[CH:6][CH:7]=[CH:8][CH:9]=2)[CH2:4][CH2:3][CH2:2]1, predict the reactants needed to synthesize it. The reactants are: [N:1]1([C:11]([O:13]C2C=CC([N+]([O-])=O)=CC=2)=O)[C:10]2[C:5](=[CH:6][CH:7]=[CH:8][CH:9]=2)[CH2:4][CH2:3][CH2:2]1.[CH2:23]1[C:28]2([C:36]3[C:31](=[CH:32][CH:33]=[CH:34][CH:35]=3)[CH:30]=[CH:29]2)[CH2:27][CH2:26][NH:25][CH2:24]1.Cl.C(N(CC)CC)C.O. (3) Given the product [Cl:1][C:2]1[CH:3]=[CH:4][C:5]([CH2:6][CH2:7][NH:8][C:9]([C:11]2[CH:29]=[CH:28][C:14]([O:15][C:16]3[CH:21]=[CH:20][C:19]([CH2:22][C:23]([O:25][CH3:26])=[O:24])=[CH:18][C:17]=3[Cl:27])=[C:13]([NH2:30])[CH:12]=2)=[O:10])=[CH:33][CH:34]=1, predict the reactants needed to synthesize it. The reactants are: [Cl:1][C:2]1[CH:34]=[CH:33][C:5]([CH2:6][CH2:7][NH:8][C:9]([C:11]2[CH:29]=[CH:28][C:14]([O:15][C:16]3[CH:21]=[CH:20][C:19]([CH2:22][C:23]([O:25][CH3:26])=[O:24])=[CH:18][C:17]=3[Cl:27])=[C:13]([N+:30]([O-])=O)[CH:12]=2)=[O:10])=[CH:4][CH:3]=1.[NH4+].[Cl-].C(Cl)Cl.C(=O)([O-])[O-].[Na+].[Na+]. (4) Given the product [O:27]1[CH2:28][CH2:29][N:24]([CH2:7][CH2:8][CH2:9][O:10][C:11]2[CH:12]=[C:13]3[C:18](=[CH:19][C:20]=2[O:21][CH3:22])[N:17]=[CH:16][N:15]=[C:14]3[Cl:23])[CH2:25][CH2:26]1, predict the reactants needed to synthesize it. The reactants are: CN(C=O)C.Cl[CH2:7][CH2:8][CH2:9][O:10][C:11]1[CH:12]=[C:13]2[C:18](=[CH:19][C:20]=1[O:21][CH3:22])[N:17]=[CH:16][N:15]=[C:14]2[Cl:23].[NH:24]1[CH2:29][CH2:28][O:27][CH2:26][CH2:25]1.C(Cl)Cl. (5) The reactants are: [NH:1]1[CH:8]=[N:7][C:5]([NH2:6])=[N:4][C:2]1=[O:3].[CH3:9][Si:10]([CH3:17])([CH3:16])N[Si:10]([CH3:17])([CH3:16])[CH3:9].S([O-])([O-])(=O)=O.[NH4+].[NH4+]. Given the product [CH3:9][Si:10]([NH:6][C:5]1[N:4]=[C:2]([O:3][Si:10]([CH3:17])([CH3:16])[CH3:9])[N:1]=[CH:8][N:7]=1)([CH3:17])[CH3:16], predict the reactants needed to synthesize it.